Dataset: CYP3A4 inhibition data for predicting drug metabolism from PubChem BioAssay. Task: Regression/Classification. Given a drug SMILES string, predict its absorption, distribution, metabolism, or excretion properties. Task type varies by dataset: regression for continuous measurements (e.g., permeability, clearance, half-life) or binary classification for categorical outcomes (e.g., BBB penetration, CYP inhibition). Dataset: cyp3a4_veith. (1) The molecule is COC(=O)CC1C(=O)NCCN1C(=O)Nc1ccc(Cl)cc1. The result is 0 (non-inhibitor). (2) The molecule is c1ccc(CNc2ccnc(-c3cccnc3)n2)cc1. The result is 1 (inhibitor). (3) The drug is CN[C@@H]1NC(=O)c2ccccc2N1Cc1ccc(F)cc1. The result is 0 (non-inhibitor).